Dataset: Reaction yield outcomes from USPTO patents with 853,638 reactions. Task: Predict the reaction yield, written as a fraction of the theoretical maximum amount of product (1.0 means a 100% yield; for example, 0.34 means a 34% yield). (1) The product is [CH2:1]([O:8][C:9]([C:11]1[N:12]([S:23]([C:26]2[CH:27]=[CH:28][C:29]([CH3:32])=[CH:30][CH:31]=2)(=[O:25])=[O:24])[CH:13]=[C:14]([C:16]2[CH:21]=[CH:20][CH:19]=[C:18]([NH:22][C:42]([NH:41][C:38]3[CH:37]=[CH:36][C:35]([C:34]([F:33])([F:44])[F:45])=[CH:40][CH:39]=3)=[O:43])[CH:17]=2)[CH:15]=1)=[O:10])[C:2]1[CH:3]=[CH:4][CH:5]=[CH:6][CH:7]=1. The reactants are [CH2:1]([O:8][C:9]([C:11]1[N:12]([S:23]([C:26]2[CH:31]=[CH:30][C:29]([CH3:32])=[CH:28][CH:27]=2)(=[O:25])=[O:24])[CH:13]=[C:14]([C:16]2[CH:21]=[CH:20][CH:19]=[C:18]([NH2:22])[CH:17]=2)[CH:15]=1)=[O:10])[C:2]1[CH:7]=[CH:6][CH:5]=[CH:4][CH:3]=1.[F:33][C:34]([F:45])([F:44])[C:35]1[CH:40]=[CH:39][C:38]([N:41]=[C:42]=[O:43])=[CH:37][CH:36]=1. The yield is 0.730. The catalyst is C(Cl)Cl. (2) The reactants are [CH3:1][O:2][C:3]1[CH:8]=[CH:7][C:6]([C:9]2[CH:14]=[CH:13][C:12]([C:15]([OH:17])=O)=[CH:11][CH:10]=2)=[CH:5][CH:4]=1.[CH:18]1[CH:19]=[CH:20][N:21]2[CH2:27][C:26]3[CH:28]=[CH:29][CH:30]=[CH:31][C:25]=3[NH:24][CH2:23][C:22]=12.C(N(CC)C(C)C)(C)C. The catalyst is S(Cl)(Cl)=O.ClCCl. The yield is 0.868. The product is [CH:18]1[CH:19]=[CH:20][N:21]2[CH2:27][C:26]3[CH:28]=[CH:29][CH:30]=[CH:31][C:25]=3[N:24]([C:15]([C:12]3[CH:11]=[CH:10][C:9]([C:6]4[CH:5]=[CH:4][C:3]([O:2][CH3:1])=[CH:8][CH:7]=4)=[CH:14][CH:13]=3)=[O:17])[CH2:23][C:22]=12.